Dataset: Peptide-MHC class I binding affinity with 185,985 pairs from IEDB/IMGT. Task: Regression. Given a peptide amino acid sequence and an MHC pseudo amino acid sequence, predict their binding affinity value. This is MHC class I binding data. (1) The peptide sequence is GRWILAIPRR. The MHC is Mamu-B08 with pseudo-sequence Mamu-B08. The binding affinity (normalized) is 0.717. (2) The peptide sequence is FLTSVINRV. The MHC is HLA-B51:01 with pseudo-sequence HLA-B51:01. The binding affinity (normalized) is 0.0273. (3) The peptide sequence is KPKLARGEL. The MHC is HLA-A02:01 with pseudo-sequence HLA-A02:01. The binding affinity (normalized) is 0.0847. (4) The peptide sequence is KPVDTSNSF. The binding affinity (normalized) is 0.821. The MHC is Mamu-A2201 with pseudo-sequence Mamu-A2201. (5) The binding affinity (normalized) is 0.806. The peptide sequence is LRSIRRGYW. The MHC is Mamu-B17 with pseudo-sequence Mamu-B17. (6) The binding affinity (normalized) is 0.0847. The MHC is HLA-B27:05 with pseudo-sequence HLA-B27:05. The peptide sequence is PRFGSCYFL. (7) The peptide sequence is IINQNTYPV. The MHC is H-2-Db with pseudo-sequence H-2-Db. The binding affinity (normalized) is 0.616.